This data is from Retrosynthesis with 50K atom-mapped reactions and 10 reaction types from USPTO. The task is: Predict the reactants needed to synthesize the given product. (1) The reactants are: COC(=O)c1ccc2c(c1)nc(NC(=O)c1ccno1)n2C[C@H]1CCCN1C(=O)OC(C)(C)C. Given the product CC(C)(C)OC(=O)N1CCC[C@@H]1Cn1c(NC(=O)c2ccno2)nc2cc(CO)ccc21, predict the reactants needed to synthesize it. (2) Given the product CC1CCCCC1OC(=O)c1cc(NC(=O)c2ccccc2)ccc1Cl, predict the reactants needed to synthesize it. The reactants are: CC1CCCCC1OC(=O)c1cc(N)ccc1Cl.O=C(Cl)c1ccccc1. (3) Given the product O=C(c1nc(CC2(c3ccccc3)CCCC2)nc(O)c1OCc1ccccc1)N(CCO)C1CCOCC1, predict the reactants needed to synthesize it. The reactants are: CC(C)(C)[Si](C)(C)OCCN(C(=O)c1nc(CC2(c3ccccc3)CCCC2)nc(O)c1OCc1ccccc1)C1CCOCC1. (4) Given the product COc1cccc(-c2nnc(C3CCN(C(=O)CCCc4nc5ccccc5c(=O)[nH]4)CC3)o2)c1, predict the reactants needed to synthesize it. The reactants are: COc1cccc(-c2nnc(C3CCNCC3)o2)c1.O=C(O)CCCc1nc2ccccc2c(=O)[nH]1. (5) Given the product O=C(c1cc(Cc2n[nH]c(=O)c3ccccc23)ccc1F)N1CCC(OC(CF)CF)CC1, predict the reactants needed to synthesize it. The reactants are: FCC(CF)OC1CCNCC1.O=C(O)c1cc(Cc2n[nH]c(=O)c3ccccc23)ccc1F. (6) The reactants are: BrC1CCCC1.O=Cc1ccc[nH]1. Given the product O=Cc1cccn1C1CCCC1, predict the reactants needed to synthesize it. (7) Given the product Cc1cnc(NC(=O)C2(c3ccc4c(c3)OC(F)(F)O4)CC2)nc1-c1cccc(C(=O)OC(C)(C)C)c1, predict the reactants needed to synthesize it. The reactants are: Cc1cnc(N)nc1-c1cccc(C(=O)OC(C)(C)C)c1.O=C(Cl)C1(c2ccc3c(c2)OC(F)(F)O3)CC1. (8) Given the product OCCCOCc1nn(Cc2ccccc2)c2ccccc12, predict the reactants needed to synthesize it. The reactants are: ClCc1nn(Cc2ccccc2)c2ccccc12.OCCCO.